Dataset: Peptide-MHC class I binding affinity with 185,985 pairs from IEDB/IMGT. Task: Regression. Given a peptide amino acid sequence and an MHC pseudo amino acid sequence, predict their binding affinity value. This is MHC class I binding data. (1) The peptide sequence is KGMKIQHFK. The MHC is HLA-B39:01 with pseudo-sequence HLA-B39:01. The binding affinity (normalized) is 0.0847. (2) The peptide sequence is YPQSQPQY. The MHC is HLA-B07:02 with pseudo-sequence HLA-B07:02. The binding affinity (normalized) is 0. (3) The peptide sequence is ARLGKGYMF. The MHC is HLA-B07:02 with pseudo-sequence HLA-B07:02. The binding affinity (normalized) is 0.0847. (4) The MHC is HLA-A01:01 with pseudo-sequence HLA-A01:01. The peptide sequence is GLEWVAVIWY. The binding affinity (normalized) is 0.225. (5) The peptide sequence is LASLTPKAQ. The MHC is HLA-A02:01 with pseudo-sequence HLA-A02:01. The binding affinity (normalized) is 0. (6) The peptide sequence is LLLISGALFL. The MHC is HLA-A02:02 with pseudo-sequence HLA-A02:02. The binding affinity (normalized) is 0.537.